Predict the reactants needed to synthesize the given product. From a dataset of Full USPTO retrosynthesis dataset with 1.9M reactions from patents (1976-2016). (1) Given the product [ClH:33].[ClH:33].[CH3:30][C:28]1[N:27]=[CH:26][N:25]=[C:24]([C:20]2[CH:19]=[C:18]3[C:23](=[CH:22][CH:21]=2)[CH:15]([N:13]2[CH2:14][C:11]4([CH2:31][CH2:32][NH:8][CH2:9][CH2:10]4)[CH2:12]2)[CH2:16][CH2:17]3)[CH:29]=1, predict the reactants needed to synthesize it. The reactants are: C(OC([N:8]1[CH2:32][CH2:31][C:11]2([CH2:14][N:13]([C@H:15]3[C:23]4[C:18](=[CH:19][C:20]([C:24]5[CH:29]=[C:28]([CH3:30])[N:27]=[CH:26][N:25]=5)=[CH:21][CH:22]=4)[CH2:17][CH2:16]3)[CH2:12]2)[CH2:10][CH2:9]1)=O)(C)(C)C.[ClH:33]. (2) Given the product [S:22]1[C:18]2[CH:17]=[C:16]([S:13]([N:12]([CH2:25][CH:26]([CH3:28])[CH3:27])[C@@H:9]([C:7]3[S:8][C:4]([CH2:3][NH:2][C:48](=[O:49])[C@H:34]([CH:35]([C:36]4[CH:37]=[CH:38][CH:39]=[CH:40][CH:41]=4)[C:42]4[CH:43]=[CH:44][CH:45]=[CH:46][CH:47]=4)[NH:33][C:31]([O:30][CH3:29])=[O:32])=[CH:5][CH:6]=3)[CH2:10][OH:11])(=[O:15])=[O:14])[CH:24]=[CH:23][C:19]=2[N:20]=[CH:21]1, predict the reactants needed to synthesize it. The reactants are: Cl.[NH2:2][CH2:3][C:4]1[S:8][C:7]([C@H:9]([N:12]([CH2:25][CH:26]([CH3:28])[CH3:27])[S:13]([C:16]2[CH:24]=[CH:23][C:19]3[N:20]=[CH:21][S:22][C:18]=3[CH:17]=2)(=[O:15])=[O:14])[CH2:10][OH:11])=[CH:6][CH:5]=1.[CH3:29][O:30][C:31]([NH:33][C@H:34]([C:48](O)=[O:49])[CH:35]([C:42]1[CH:47]=[CH:46][CH:45]=[CH:44][CH:43]=1)[C:36]1[CH:41]=[CH:40][CH:39]=[CH:38][CH:37]=1)=[O:32].CCN(C(C)C)C(C)C.F[P-](F)(F)(F)(F)F.N1(O[P+](N(C)C)(N(C)C)N(C)C)C2C=CC=CC=2N=N1. (3) Given the product [CH:28]([O:27][C:25]1[CH:24]=[C:5]([CH:4]=[C:3]([CH2:2][O:1][C:36]2[CH:37]=[CH:38][C:33]([C:32]([F:41])([F:40])[F:31])=[CH:34][CH:35]=2)[CH:26]=1)[CH2:6][O:7][C:8]1[CH:12]=[C:11]([CH2:13][CH2:14][C:15]([OH:17])=[O:16])[N:10]([C:18]2[CH:19]=[CH:20][CH:21]=[CH:22][CH:23]=2)[N:9]=1)([CH3:30])[CH3:29], predict the reactants needed to synthesize it. The reactants are: [OH:1][CH2:2][C:3]1[CH:4]=[C:5]([CH:24]=[C:25]([O:27][CH:28]([CH3:30])[CH3:29])[CH:26]=1)[CH2:6][O:7][C:8]1[CH:12]=[C:11]([CH2:13][CH2:14][C:15]([O-:17])=[O:16])[N:10]([C:18]2[CH:23]=[CH:22][CH:21]=[CH:20][CH:19]=2)[N:9]=1.[F:31][C:32]([F:41])([F:40])[C:33]1[CH:38]=[CH:37][C:36](O)=[CH:35][CH:34]=1.C(P(CCCC)CCCC)CCC.N(C(N1CCCCC1)=O)=NC(N1CCCCC1)=O.O1CCCC1CCO.[OH-].[Na+].Cl.